Dataset: Reaction yield outcomes from USPTO patents with 853,638 reactions. Task: Predict the reaction yield, written as a fraction of the theoretical maximum amount of product (1.0 means a 100% yield; for example, 0.34 means a 34% yield). (1) The reactants are [CH2:1]([O:3][C:4]([C@@:6]1([NH:11][C:12]([C@@H:14]2[CH2:18][CH2:17][CH2:16][N:15]2[C:19]([O:21]C(C)(C)C)=O)=[O:13])[CH2:8][C@H:7]1[CH:9]=[CH2:10])=[O:5])[CH3:2].O1CCOC[CH2:27]1.C(OC(N[C@@H:40]([CH2:44][CH2:45][CH2:46][CH2:47][CH2:48][CH:49]=[CH2:50])[C:41]([OH:43])=[O:42])=O)(C)(C)C.CN(C(ON1N=NC2[CH:62]=[CH:63][CH:64]=NC1=2)=[N+](C)C)C.F[P-](F)(F)(F)(F)F.CCN(C(C)C)C(C)C. The catalyst is Cl.C(#N)C. The product is [C:63]([O:43][C:41]([C@@H:40]([CH2:44][CH2:45][CH2:46][CH2:47][CH2:48][CH:49]=[CH2:50])[C:19]([N:15]1[C@H:14]([C:12]([NH:11][C@:6]2([C:4]([O:3][CH2:1][CH3:2])=[O:5])[CH2:8][C@H:7]2[CH:9]=[CH2:10])=[O:13])[CH2:18][CH2:17][CH2:16]1)=[O:21])=[O:42])([CH3:62])([CH3:64])[CH3:27]. The yield is 0.900. (2) The reactants are [F:1][C:2]1[CH:7]=[CH:6][C:5]([C:8]2[N:13]=[C:12]3[O:14][N:15]=[C:16]([CH3:17])[C:11]3=[CH:10][C:9]=2[C:18]2[CH:23]=[CH:22][N:21]=[C:20](S(C)(=O)=O)[N:19]=2)=[CH:4][CH:3]=1.[CH:28]1([CH2:31][NH2:32])[CH2:30][CH2:29]1. The catalyst is C1COCC1. The product is [CH:28]1([CH2:31][NH:32][C:20]2[N:19]=[C:18]([C:9]3[CH:10]=[C:11]4[C:16]([CH3:17])=[N:15][O:14][C:12]4=[N:13][C:8]=3[C:5]3[CH:6]=[CH:7][C:2]([F:1])=[CH:3][CH:4]=3)[CH:23]=[CH:22][N:21]=2)[CH2:30][CH2:29]1. The yield is 0.910. (3) The reactants are [Cl:1][C:2]1[N:7]=[C:6]([C:8]2[S:12][C:11]([CH:13]([CH3:15])[CH3:14])=[N:10][C:9]=2[C:16]2[CH:17]=[C:18]([NH:22][S:23]([C:26]3[C:31](F)=[CH:30]C=CC=3F)(=[O:25])=[O:24])[CH:19]=[CH:20][CH:21]=2)[CH:5]=[CH:4][N:3]=1.ClC1N=C(C2SC(C(C)C)=NC=2C2C=C(C=CC=2)N)C=CN=1.C1(S(Cl)(=O)=O)CC1. No catalyst specified. The product is [Cl:1][C:2]1[N:7]=[C:6]([C:8]2[S:12][C:11]([CH:13]([CH3:14])[CH3:15])=[N:10][C:9]=2[C:16]2[CH:17]=[C:18]([NH:22][S:23]([CH:26]3[CH2:31][CH2:30]3)(=[O:25])=[O:24])[CH:19]=[CH:20][CH:21]=2)[CH:5]=[CH:4][N:3]=1. The yield is 0.944. (4) The reactants are Cl[C:2]1[C:3]2[S:10][C:9]([C:11]3[CH2:12][CH2:13][N:14]([C:17]([N:19]4[CH2:24][CH2:23][O:22][CH2:21][CH2:20]4)=[O:18])[CH2:15][CH:16]=3)=[CH:8][C:4]=2[N:5]=[CH:6][N:7]=1.CC1(C)C(C)(C)OB([C:33]2[CH:38]=[CH:37][C:36]([NH:39][C:40](=[O:46])[O:41][C:42]([CH3:45])([CH3:44])[CH3:43])=[CH:35][CH:34]=2)O1.C(=O)([O-])[O-].[K+].[K+]. The catalyst is C(#N)C.C1C=CC(P([C]2[CH][CH][CH][CH]2)C2C=CC=CC=2)=CC=1.C1C=CC(P([C]2[CH][CH][CH][CH]2)C2C=CC=CC=2)=CC=1.C(Cl)Cl.Cl[Pd]Cl.[Fe]. The product is [N:19]1([C:17]([N:14]2[CH2:15][CH:16]=[C:11]([C:9]3[S:10][C:3]4[C:2]([C:33]5[CH:34]=[CH:35][C:36]([NH:39][C:40](=[O:46])[O:41][C:42]([CH3:44])([CH3:43])[CH3:45])=[CH:37][CH:38]=5)=[N:7][CH:6]=[N:5][C:4]=4[CH:8]=3)[CH2:12][CH2:13]2)=[O:18])[CH2:24][CH2:23][O:22][CH2:21][CH2:20]1. The yield is 0.640. (5) The reactants are [Br:1][C:2]1[CH:3]=[N:4][CH:5]=[CH:6][C:7]=1Cl.[NH:9]1[CH2:17][CH2:16][CH:12]([C:13]([NH2:15])=[O:14])[CH2:11][CH2:10]1.C(N(CC)CC)C. No catalyst specified. The product is [Br:1][C:2]1[CH:3]=[N:4][CH:5]=[CH:6][C:7]=1[N:9]1[CH2:17][CH2:16][CH:12]([C:13]([NH2:15])=[O:14])[CH2:11][CH2:10]1. The yield is 0.330. (6) The reactants are COC1C(OC)=CC2N(C)C(=O)CN=C(C3C=CC=C(C#CCCCC)C=3)C=2C=1.[CH3:30][O:31][C:32]1[C:33]([O:58][CH3:59])=[CH:34][C:35]2[N:41]([CH3:42])[C:40](=[O:43])[CH2:39][N:38]=[C:37]([C:44]3[CH:45]=[C:46]([C:50]#[C:51][CH2:52][CH2:53][CH2:54][C:55]#[N:56])[CH:47]=[CH:48][CH:49]=3)[C:36]=2[CH:57]=1. No catalyst specified. The product is [CH3:30][O:31][C:32]1[C:33]([O:58][CH3:59])=[CH:34][C:35]2[N:41]([CH3:42])[C:40](=[O:43])[CH2:39][N:38]=[C:37]([C:44]3[CH:45]=[C:46]([CH2:50][CH2:51][CH2:52][CH2:53][CH2:54][C:55]#[N:56])[CH:47]=[CH:48][CH:49]=3)[C:36]=2[CH:57]=1. The yield is 0.600.